This data is from Full USPTO retrosynthesis dataset with 1.9M reactions from patents (1976-2016). The task is: Predict the reactants needed to synthesize the given product. (1) The reactants are: [CH3:1][O:2][C:3]1[CH:8]=[CH:7][CH:6]=[CH:5][C:4]=1B(O)O.[Br:12][C:13]1[CH:18]=[CH:17][C:16](I)=[CH:15][CH:14]=1.C1(C)C=CC=CC=1.C([O-])([O-])=O.[Na+].[Na+]. Given the product [Br:12][C:13]1[CH:18]=[CH:17][C:16]([C:4]2[CH:5]=[CH:6][CH:7]=[CH:8][C:3]=2[O:2][CH3:1])=[CH:15][CH:14]=1, predict the reactants needed to synthesize it. (2) Given the product [NH2:1][C:2]1[N:7]=[C:6]([N:8]2[CH2:13][CH2:12][CH2:11][C@H:10]([C:14]([NH:40][C:41]3[CH:46]=[CH:45][CH:44]=[C:43]([CH3:47])[CH:42]=3)=[O:15])[CH2:9]2)[CH:5]=[C:4]([C:17]2[CH:22]=[CH:21][C:20]([C:23]#[N:24])=[C:19]([F:25])[CH:18]=2)[N:3]=1, predict the reactants needed to synthesize it. The reactants are: [NH2:1][C:2]1[N:7]=[C:6]([N:8]2[CH2:13][CH2:12][CH2:11][C@H:10]([C:14](O)=[O:15])[CH2:9]2)[CH:5]=[C:4]([C:17]2[CH:22]=[CH:21][C:20]([C:23]#[N:24])=[C:19]([F:25])[CH:18]=2)[N:3]=1.C(Cl)CCl.C1C=CC2N(O)N=NC=2C=1.[NH2:40][C:41]1[CH:46]=[CH:45][CH:44]=[C:43]([CH3:47])[CH:42]=1. (3) Given the product [CH:2]1([CH2:5][O:6][C:7]2[CH:12]=[C:11]([F:13])[CH:10]=[CH:9][C:8]=2[C:14]2[CH:19]=[CH:18][N:17]=[C:16]3[C:20]([C:24]([NH:26][CH:27]4[CH2:28][CH2:29][N:30]([C:38](=[O:39])[C@@H:37]([OH:36])[CH3:41])[CH2:31][CH2:32]4)=[O:25])=[C:21]([CH3:23])[NH:22][C:15]=23)[CH2:4][CH2:3]1, predict the reactants needed to synthesize it. The reactants are: Cl.[CH:2]1([CH2:5][O:6][C:7]2[CH:12]=[C:11]([F:13])[CH:10]=[CH:9][C:8]=2[C:14]2[CH:19]=[CH:18][N:17]=[C:16]3[C:20]([C:24]([NH:26][CH:27]4[CH2:32][CH2:31][NH:30][CH2:29][CH2:28]4)=[O:25])=[C:21]([CH3:23])[NH:22][C:15]=23)[CH2:4][CH2:3]1.C([O:36][C@@H:37]([CH3:41])[C:38](Cl)=[O:39])(=O)C. (4) The reactants are: [CH2:1]([O:3][C:4]1[C:9]2[CH:10]([NH:13][C:14]3[CH:23]=[CH:22][C:21]4[C:16](=[CH:17][CH:18]=[C:19]([NH2:24])[CH:20]=4)[N:15]=3)[CH2:11][O:12][C:8]=2[CH:7]=[CH:6][CH:5]=1)[CH3:2].[CH3:25][N:26]1[CH2:31][CH2:30][N:29]([CH2:32][C:33](O)=[O:34])[CH2:28][CH2:27]1. Given the product [CH2:1]([O:3][C:4]1[C:9]2[CH:10]([NH:13][C:14]3[CH:23]=[CH:22][C:21]4[C:16](=[CH:17][CH:18]=[C:19]([NH:24][C:33](=[O:34])[CH2:32][N:29]5[CH2:30][CH2:31][N:26]([CH3:25])[CH2:27][CH2:28]5)[CH:20]=4)[N:15]=3)[CH2:11][O:12][C:8]=2[CH:7]=[CH:6][CH:5]=1)[CH3:2], predict the reactants needed to synthesize it. (5) Given the product [Br:22][CH2:23][CH2:24][N:9]([S:10]([C:13]1[CH:18]=[CH:17][CH:16]=[CH:15][C:14]=1[N+:19]([O-:21])=[O:20])(=[O:11])=[O:12])[CH2:8][CH:2]([OH:1])[CH2:3][C:4]([O:6][CH3:7])=[O:5], predict the reactants needed to synthesize it. The reactants are: [OH:1][CH:2]([CH2:8][NH:9][S:10]([C:13]1[CH:18]=[CH:17][CH:16]=[CH:15][C:14]=1[N+:19]([O-:21])=[O:20])(=[O:12])=[O:11])[CH2:3][C:4]([O:6][CH3:7])=[O:5].[Br:22][CH2:23][CH2:24]Br.C([O-])([O-])=O.[K+].[K+]. (6) The reactants are: [Cl:1][C:2]1[C:10]2[C:5](=[CH:6][CH:7]=[CH:8][CH:9]=2)[N:4]([C:11]2[CH:16]=[CH:15][C:14]([CH2:17][NH:18][C:19]([C:21]3([NH:24][C:25]([C:27]4[O:31][N:30]=[C:29]([O:32][CH3:33])[CH:28]=4)=[O:26])[CH2:23][CH2:22]3)=[O:20])=[CH:13][CH:12]=2)[C:3]=1[C:34](O)=[O:35].[CH3:37][N:38](C)[CH:39]=O.CN(C(ON1N=NC2C=CC=CC1=2)=[N+](C)C)C.F[P-](F)(F)(F)(F)F.Cl.CNC.C(N(CC)CC)C. Given the product [CH3:37][N:38]([CH3:39])[C:34]([C:3]1[N:4]([C:11]2[CH:12]=[CH:13][C:14]([CH2:17][NH:18][C:19]([C:21]3([NH:24][C:25]([C:27]4[O:31][N:30]=[C:29]([O:32][CH3:33])[CH:28]=4)=[O:26])[CH2:22][CH2:23]3)=[O:20])=[CH:15][CH:16]=2)[C:5]2[C:10]([C:2]=1[Cl:1])=[CH:9][CH:8]=[CH:7][CH:6]=2)=[O:35], predict the reactants needed to synthesize it. (7) Given the product [NH2:15][C:11]1[CH:12]=[CH:13][CH:14]=[C:9]([O:8][CH2:1][C:2]2[CH:3]=[CH:4][CH:5]=[CH:6][CH:7]=2)[C:10]=1[S:18][C@@H:19]([C:26]1[CH:31]=[CH:30][C:29]([O:32][CH3:33])=[CH:28][CH:27]=1)[C@@H:20]([OH:25])[C:21]([O:23][CH3:24])=[O:22], predict the reactants needed to synthesize it. The reactants are: [CH2:1]([O:8][C:9]1[CH:14]=[CH:13][CH:12]=[C:11]([N+:15]([O-])=O)[C:10]=1[S:18][C@@H:19]([C:26]1[CH:31]=[CH:30][C:29]([O:32][CH3:33])=[CH:28][CH:27]=1)[C@@H:20]([OH:25])[C:21]([O:23][CH3:24])=[O:22])[C:2]1[CH:7]=[CH:6][CH:5]=[CH:4][CH:3]=1.O.O.[Sn](Cl)Cl.O.C([O-])(O)=O.[Na+].